This data is from Full USPTO retrosynthesis dataset with 1.9M reactions from patents (1976-2016). The task is: Predict the reactants needed to synthesize the given product. Given the product [OH:43][CH2:42][C:38]1[CH:37]=[C:36]([CH2:35][CH:34]([NH:33][C:10]2[N:15]=[C:14]([N:16]3[C:17]4=[CH:25][C:24]([C:26]5[CH:27]=[CH:28][CH:29]=[CH:30][CH:31]=5)=[CH:23][C:22](=[O:32])[N:18]4[CH2:19][CH2:21]3)[CH:13]=[CH:12][N:11]=2)[CH3:44])[CH:41]=[CH:40][CH:39]=1, predict the reactants needed to synthesize it. The reactants are: C(N[C:10]1[N:15]=[C:14]([N:16]2[CH2:21]C[CH2:19][N:18]3[C:22](=[O:32])[CH:23]=[C:24]([C:26]4[CH:31]=[CH:30][CH:29]=[CH:28][CH:27]=4)[CH:25]=[C:17]23)[CH:13]=[CH:12][N:11]=1)CC1C=CC=CC=1.[NH2:33][CH:34]([CH3:44])[CH2:35][C:36]1[CH:37]=[C:38]([CH2:42][OH:43])[CH:39]=[CH:40][CH:41]=1.